From a dataset of Full USPTO retrosynthesis dataset with 1.9M reactions from patents (1976-2016). Predict the reactants needed to synthesize the given product. (1) The reactants are: [C:1]([O:4][C:5]1[C:6]([O:14][CH3:15])=[C:7](I)[CH:8]=[CH:9][C:10]=1[O:11][CH3:12])(=[O:3])[CH3:2].[C:16]([C:18]1[N:22]([CH3:23])[CH:21]=[N:20][CH:19]=1)#[CH:17]. Given the product [CH3:15][O:14][C:6]1[C:7]([C:17]#[C:16][C:18]2[N:22]([CH3:23])[CH:21]=[N:20][CH:19]=2)=[CH:8][CH:9]=[C:10]([O:11][CH3:12])[C:5]=1[O:4][C:1](=[O:3])[CH3:2], predict the reactants needed to synthesize it. (2) Given the product [CH3:1][C@@H:2]1[C@H:6]([C:7]2[CH:12]=[CH:11][CH:10]=[CH:9][CH:8]=2)[O:5][C:4](=[O:13])[N:3]1[C:26](=[O:27])[CH2:25][C:19]1[CH:24]=[CH:23][CH:22]=[CH:21][CH:20]=1, predict the reactants needed to synthesize it. The reactants are: [CH3:1][C@@H:2]1[C@H:6]([C:7]2[CH:12]=[CH:11][CH:10]=[CH:9][CH:8]=2)[O:5][C:4](=[O:13])[NH:3]1.C([Li])CCC.[C:19]1([CH2:25][C:26](Cl)=[O:27])[CH:24]=[CH:23][CH:22]=[CH:21][CH:20]=1.